Dataset: Full USPTO retrosynthesis dataset with 1.9M reactions from patents (1976-2016). Task: Predict the reactants needed to synthesize the given product. (1) Given the product [CH:24]([N:6]([CH2:7][C:8]1[N:19]=[C:18]2[C:11]([N:12]=[C:13]([NH:15][C:16]2=[O:17])[NH2:14])=[N:10][CH:9]=1)[C:5]1[CH:20]=[CH:21][C:2]([C:1]([OH:23])=[O:22])=[CH:3][CH:4]=1)=[O:25], predict the reactants needed to synthesize it. The reactants are: [C:1]([OH:23])(=[O:22])[C:2]1[CH:21]=[CH:20][C:5]([NH:6][CH2:7][C:8]2[N:19]=[C:18]3[C:11]([N:12]=[C:13]([NH:15][C:16]3=[O:17])[NH2:14])=[N:10][CH:9]=2)=[CH:4][CH:3]=1.[CH:24](O)=[O:25]. (2) Given the product [C:8]([C:7]1[CH:10]=[CH:11][C:4]([NH:1][C:2](=[O:3])[NH:12][C@@H:13]2[CH2:18][CH2:17][N:16]([C:19]([O:21][C:22]([CH3:23])([CH3:24])[CH3:25])=[O:20])[C@@H:15]([C:26]([O:28][CH3:29])=[O:27])[CH2:14]2)=[CH:5][CH:6]=1)#[N:9], predict the reactants needed to synthesize it. The reactants are: [N:1]([C:4]1[CH:11]=[CH:10][C:7]([C:8]#[N:9])=[CH:6][CH:5]=1)=[C:2]=[O:3].[NH2:12][C@@H:13]1[CH2:18][CH2:17][N:16]([C:19]([O:21][C:22]([CH3:25])([CH3:24])[CH3:23])=[O:20])[C@@H:15]([C:26]([O:28][CH3:29])=[O:27])[CH2:14]1.CCN(CC)CC.N. (3) Given the product [CH3:15][C:12]([CH3:13])([O:11][C:9]([N:16]1[CH2:21][CH2:20][CH:19]([C:22]([OH:24])=[O:23])[CH2:18][CH2:17]1)=[O:10])[CH3:14], predict the reactants needed to synthesize it. The reactants are: [C:12]([O:11][C:9](O[C:9]([O:11][C:12]([CH3:15])([CH3:14])[CH3:13])=[O:10])=[O:10])([CH3:15])([CH3:14])[CH3:13].[NH:16]1[CH2:21][CH2:20][CH:19]([C:22]([OH:24])=[O:23])[CH2:18][CH2:17]1.C(N(CC)CC)C.CN(C)CCN. (4) Given the product [CH3:21][N:16]1[CH2:17][CH2:18][CH2:19][CH:14]([C:5]2[CH:6]=[CH:7][C:8]([C:10]([F:13])([F:12])[F:11])=[CH:9][C:4]=2[NH2:1])[CH2:15]1, predict the reactants needed to synthesize it. The reactants are: [N+:1]([C:4]1[CH:9]=[C:8]([C:10]([F:13])([F:12])[F:11])[CH:7]=[CH:6][C:5]=1[C:14]1[CH:15]=[N:16][CH:17]=[CH:18][CH:19]=1)([O-])=O.I[CH3:21]. (5) Given the product [F:11][C:12]([F:23])([F:22])[C:13]1[CH:18]=[C:17]([C:2]2[S:3][C:4]([C:7]([O:9][CH3:10])=[O:8])=[CH:5][N:6]=2)[CH:16]=[CH:15][CH:14]=1, predict the reactants needed to synthesize it. The reactants are: Br[C:2]1[S:3][C:4]([C:7]([O:9][CH3:10])=[O:8])=[CH:5][N:6]=1.[F:11][C:12]([F:23])([F:22])[C:13]1[CH:14]=[C:15](B(O)O)[CH:16]=[CH:17][CH:18]=1. (6) The reactants are: [ClH:1].[N:2]1[CH:7]=[CH:6][CH:5]=[C:4]([C:8]2[CH2:12][CH:11]([C:13]([NH:15][C:16]3[CH:21]=[CH:20][C:19]([CH:22]([C:26]4[CH:31]=[CH:30][CH:29]=[CH:28][CH:27]=4)[C:23](O)=[O:24])=[CH:18][CH:17]=3)=[O:14])[O:10][N:9]=2)[CH:3]=1. Given the product [Cl:1][C:23]([CH:22]([C:26]1[CH:31]=[CH:30][CH:29]=[CH:28][CH:27]=1)[C:19]1[CH:20]=[CH:21][C:16]([NH:15][C:13]([CH:11]2[O:10][N:9]=[C:8]([C:4]3[CH:3]=[N:2][CH:7]=[CH:6][CH:5]=3)[CH2:12]2)=[O:14])=[CH:17][CH:18]=1)=[O:24], predict the reactants needed to synthesize it. (7) Given the product [Cl:41][C:38]1[CH:39]=[CH:40][C:35]([S:32]([N:24]([CH2:23][C:20]2[CH:19]=[CH:18][C:17]([C:16]([NH:15][C@@H:7]([CH2:8][C:9]3[CH:14]=[CH:13][CH:12]=[CH:11][CH:10]=3)[C:6]([OH:43])=[O:5])=[O:42])=[CH:22][CH:21]=2)[CH2:25][C:26]2[CH:31]=[CH:30][CH:29]=[CH:28][N:27]=2)(=[O:34])=[O:33])=[CH:36][CH:37]=1, predict the reactants needed to synthesize it. The reactants are: C([O:5][C:6](=[O:43])[C@@H:7]([NH:15][C:16](=[O:42])[C:17]1[CH:22]=[CH:21][C:20]([CH2:23][N:24]([S:32]([C:35]2[CH:40]=[CH:39][C:38]([Cl:41])=[CH:37][CH:36]=2)(=[O:34])=[O:33])[CH2:25][C:26]2[CH:31]=[CH:30][CH:29]=[CH:28][N:27]=2)=[CH:19][CH:18]=1)[CH2:8][C:9]1[CH:14]=[CH:13][CH:12]=[CH:11][CH:10]=1)(C)(C)C. (8) Given the product [CH3:9][C:1]1[CH:6]=[CH:5][CH:4]=[CH:3][C:2]=1[CH:7]=[N:17][NH:16][C:10]1[CH:15]=[CH:14][CH:13]=[CH:12][CH:11]=1, predict the reactants needed to synthesize it. The reactants are: [C:1]1([CH3:9])[C:2]([CH:7]=O)=[CH:3][CH:4]=[CH:5][CH:6]=1.[C:10]1([NH:16][NH2:17])[CH:15]=[CH:14][CH:13]=[CH:12][CH:11]=1.